From a dataset of Full USPTO retrosynthesis dataset with 1.9M reactions from patents (1976-2016). Predict the reactants needed to synthesize the given product. (1) Given the product [CH3:26][O:27][C:28](=[O:31])[CH2:29][NH:30][CH2:23][C:17]1[CH:16]=[CH:15][C:14]2[C:19](=[C:20]([CH3:22])[CH:21]=[C:12]([O:11][CH:8]3[CH2:7][CH2:6][CH:5]([C:1]([CH3:3])([CH3:4])[CH3:2])[CH2:10][CH2:9]3)[CH:13]=2)[CH:18]=1, predict the reactants needed to synthesize it. The reactants are: [C:1]([CH:5]1[CH2:10][CH2:9][CH:8]([O:11][C:12]2[CH:13]=[C:14]3[C:19](=[C:20]([CH3:22])[CH:21]=2)[CH:18]=[C:17]([CH:23]=O)[CH:16]=[CH:15]3)[CH2:7][CH2:6]1)([CH3:4])([CH3:3])[CH3:2].Cl.[CH3:26][O:27][C:28](=[O:31])[CH2:29][NH2:30].C(N(CC)C(C)C)(C)C.C(O[BH-](OC(=O)C)OC(=O)C)(=O)C.[Na+]. (2) The reactants are: [C:1]12([CH:11]([OH:24])[CH2:12][NH:13][C:14]3[C:15]4[CH2:23][CH2:22][NH:21][CH2:20][C:16]=4[N:17]=[CH:18][N:19]=3)[CH2:10][CH:5]3[CH2:6][CH:7]([CH2:9][CH:3]([CH2:4]3)[CH2:2]1)[CH2:8]2.[N:25]1([C:31](Cl)=[O:32])[CH2:30][CH2:29][O:28][CH2:27][CH2:26]1.C(N(CC)C(C)C)(C)C. Given the product [C:1]12([CH:11]([OH:24])[CH2:12][NH:13][C:14]3[C:15]4[CH2:23][CH2:22][N:21]([C:31]([N:25]5[CH2:30][CH2:29][O:28][CH2:27][CH2:26]5)=[O:32])[CH2:20][C:16]=4[N:17]=[CH:18][N:19]=3)[CH2:2][CH:3]3[CH2:4][CH:5]([CH2:6][CH:7]([CH2:9]3)[CH2:8]1)[CH2:10]2, predict the reactants needed to synthesize it. (3) The reactants are: [Cl:1][C:2]1[C:6]([Cl:7])=[C:5]([CH3:8])[NH:4][C:3]=1[C:9]([NH:11][CH:12]1[CH2:17][CH2:16][N:15]([C:18]2[S:19][CH:20]=[CH:21][N:22]=2)[CH2:14][CH2:13]1)=[O:10].Cl[S:24]([OH:27])(=[O:26])=[O:25].O. Given the product [Cl:1][C:2]1[C:6]([Cl:7])=[C:5]([CH3:8])[NH:4][C:3]=1[C:9]([NH:11][CH:12]1[CH2:13][CH2:14][N:15]([C:18]2[S:19][C:20]([S:24]([OH:27])(=[O:26])=[O:25])=[CH:21][N:22]=2)[CH2:16][CH2:17]1)=[O:10], predict the reactants needed to synthesize it. (4) Given the product [CH3:1][C:2]1[C:10]2[C:5](=[CH:6][CH:7]=[CH:8][CH:9]=2)[CH2:4][C:3]=1[CH2:1][C:2]1[CH2:23][C:13]2[C:18]([C:3]=1[CH3:4])=[CH:17][CH:16]=[CH:15][CH:14]=2, predict the reactants needed to synthesize it. The reactants are: [CH3:1][C:2]1[C:10]2[C:5](=[CH:6][CH:7]=[CH:8][CH:9]=2)[CH2:4][CH:3]=1.C=O.[C:13]1([CH3:23])[CH:18]=[CH:17][C:16](S(O)(=O)=O)=[CH:15][CH:14]=1. (5) The reactants are: Cl[C:2]1[N:7]=[C:6]([CH2:8][CH2:9][C:10]2[CH:15]=[CH:14][CH:13]=[CH:12][C:11]=2[C:16]2([C:19]([NH2:21])=[O:20])[CH2:18][CH2:17]2)[C:5]([Cl:22])=[CH:4][N:3]=1.C([O-])([O-])=O.[Cs+].[Cs+].[NH2:29][C:30]1[CH:31]=[CH:32][C:33]([CH:36]2[CH2:41][CH2:40][N:39]([C:42]([O:44][C:45]([CH3:48])([CH3:47])[CH3:46])=[O:43])[CH2:38][CH2:37]2)=[N:34][CH:35]=1.CC1(C)C2C(=C(P(C3C=CC=CC=3)C3C=CC=CC=3)C=CC=2)OC2C(P(C3C=CC=CC=3)C3C=CC=CC=3)=CC=CC1=2. Given the product [C:19]([C:16]1([C:11]2[CH:12]=[CH:13][CH:14]=[CH:15][C:10]=2[CH2:9][CH2:8][C:6]2[C:5]([Cl:22])=[CH:4][N:3]=[C:2]([NH:29][C:30]3[CH:31]=[CH:32][C:33]([CH:36]4[CH2:41][CH2:40][N:39]([C:42]([O:44][C:45]([CH3:48])([CH3:47])[CH3:46])=[O:43])[CH2:38][CH2:37]4)=[N:34][CH:35]=3)[N:7]=2)[CH2:18][CH2:17]1)(=[O:20])[NH2:21], predict the reactants needed to synthesize it. (6) Given the product [CH3:59][C:58]1[O:57][C:56](=[O:60])[O:55][C:54]=1[CH2:53][O:12][C:11](=[O:13])[C@@:10]([CH2:15][OH:16])([CH3:14])[CH2:9][C@H:8]([NH:17][C:18]([C:20]1[NH:21][N:22]=[N:23][CH:24]=1)=[O:19])[CH2:7][C:4]1[CH:5]=[CH:6][C:1]([C:25]2[CH:30]=[CH:29][CH:28]=[CH:27][CH:26]=2)=[CH:2][CH:3]=1, predict the reactants needed to synthesize it. The reactants are: [C:1]1([C:25]2[CH:30]=[CH:29][CH:28]=[CH:27][CH:26]=2)[CH:6]=[CH:5][C:4]([CH2:7][C@@H:8]([NH:17][C:18]([C:20]2[NH:21][N:22]=[N:23][CH:24]=2)=[O:19])[CH2:9][C@:10]([CH2:15][OH:16])([CH3:14])[C:11]([OH:13])=[O:12])=[CH:3][CH:2]=1.CCN=C=NCCCN(C)C.C1C=CC2N(O)N=NC=2C=1.O[CH2:53][C:54]1[O:55][C:56](=[O:60])[O:57][C:58]=1[CH3:59].CN1CCOCC1.